From a dataset of Peptide-MHC class II binding affinity with 134,281 pairs from IEDB. Regression. Given a peptide amino acid sequence and an MHC pseudo amino acid sequence, predict their binding affinity value. This is MHC class II binding data. (1) The peptide sequence is ELGRFKHTDACCR. The MHC is DRB1_1101 with pseudo-sequence DRB1_1101. The binding affinity (normalized) is 0. (2) The peptide sequence is CFKYILIQAGFDQRL. The MHC is DRB1_1101 with pseudo-sequence DRB1_1101. The binding affinity (normalized) is 0.471. (3) The peptide sequence is LRLFDYNKNAIKTLN. The MHC is H-2-IAb with pseudo-sequence H-2-IAb. The binding affinity (normalized) is 0.414.